Dataset: Aqueous solubility values for 9,982 compounds from the AqSolDB database. Task: Regression/Classification. Given a drug SMILES string, predict its absorption, distribution, metabolism, or excretion properties. Task type varies by dataset: regression for continuous measurements (e.g., permeability, clearance, half-life) or binary classification for categorical outcomes (e.g., BBB penetration, CYP inhibition). For this dataset (solubility_aqsoldb), we predict Y. (1) The compound is C/C=C/CC1(C/C=C/C)C(=O)NC(=O)NC1=O. The Y is -2.20 log mol/L. (2) The Y is -3.10 log mol/L. The molecule is CC(C)(C)C1CCC(O)CC1. (3) The drug is CC(=O)C1CCC2C3CCC4=CC(=O)CC(O)C4(C)C3CCC12C. The Y is -3.82 log mol/L. (4) The drug is Cc1cc(C)c(C)c(C)n1. The Y is -1.31 log mol/L. (5) The molecule is C=C(C)C(N)=O. The Y is 0.375 log mol/L. (6) The molecule is CCOP(=S)(OCC)Oc1ccc(S(C)(=O)=O)cc1. The Y is -3.58 log mol/L. (7) The compound is Cc1cccc(Oc2ccc([N+](=O)[O-])cc2)c1. The Y is -4.66 log mol/L. (8) The compound is CCOCCOCCOCCO. The Y is 0.749 log mol/L.